From a dataset of Full USPTO retrosynthesis dataset with 1.9M reactions from patents (1976-2016). Predict the reactants needed to synthesize the given product. (1) Given the product [N:35]1[C:34]2[C:37]3[CH:45]=[CH:44][CH:43]=[CH:42][C:38]=3[CH2:39][CH2:40][CH2:41][C:33]=2[CH:32]=[C:31]([N:29]2[C:1]([NH2:2])=[N:3][C:4]([NH:5][C:6]3[CH:7]=[CH:8][C:9]4[CH2:15][CH2:14][C@@H:13]([N:16]5[CH2:17][CH2:18][CH2:19][CH2:20]5)[CH2:12][CH2:11][C:10]=4[CH:21]=3)=[N:30]2)[N:36]=1, predict the reactants needed to synthesize it. The reactants are: [C:1]([N:3]=[C:4](OC1C=CC=CC=1)[NH:5][C:6]1[CH:7]=[CH:8][C:9]2[CH2:15][CH2:14][CH:13]([N:16]3[CH2:20][CH2:19][CH2:18][CH2:17]3)[CH2:12][CH2:11][C:10]=2[CH:21]=1)#[N:2].[NH:29]([C:31]1[N:36]=[N:35][C:34]2[C:37]3[CH:45]=[CH:44][CH:43]=[CH:42][C:38]=3[CH2:39][CH2:40][CH2:41][C:33]=2[CH:32]=1)[NH2:30]. (2) Given the product [CH3:24][C:25]1[C:29]([C:2]2[CH:10]=[CH:9][CH:8]=[C:7]3[C:3]=2[C:4]2([C:16]4[C:15](=[CH:23][C:19]5[O:20][CH2:21][CH2:34][O:22][C:18]=5[CH:17]=4)[O:14][CH2:13]2)[C:5](=[O:12])[N:6]3[CH3:11])=[C:28]([CH3:33])[O:27][N:26]=1, predict the reactants needed to synthesize it. The reactants are: Br[C:2]1[CH:10]=[CH:9][CH:8]=[C:7]2[C:3]=1[C:4]1([C:16]3=[CH:17][C:18]4[O:22][CH2:21][O:20][C:19]=4[CH:23]=[C:15]3[O:14][CH2:13]1)[C:5](=[O:12])[N:6]2[CH3:11].[CH3:24][C:25]1[C:29](B(O)O)=[C:28]([CH3:33])[O:27][N:26]=1.[C:34](=O)([O-])[O-].[K+].[K+].C(#N)C. (3) Given the product [Br:21][C:19]1[N:20]=[C:16]([N:7]2[CH2:6][CH2:5][C:4]([CH2:2][CH3:3])([C:10]([O:12][CH2:13][CH3:14])=[O:11])[CH2:9][CH2:8]2)[S:17][CH:18]=1, predict the reactants needed to synthesize it. The reactants are: Cl.[CH2:2]([C:4]1([C:10]([O:12][CH2:13][CH3:14])=[O:11])[CH2:9][CH2:8][NH:7][CH2:6][CH2:5]1)[CH3:3].Br[C:16]1[S:17][CH:18]=[C:19]([Br:21])[N:20]=1.C(N(CC)CC)C.